This data is from Full USPTO retrosynthesis dataset with 1.9M reactions from patents (1976-2016). The task is: Predict the reactants needed to synthesize the given product. (1) Given the product [F:1][C:2]1[C:7]([CH:8]([CH3:9])[CH3:10])=[CH:6][C:5]([C:11]2[CH:19]=[C:18]3[C:14]([CH:15]([CH3:20])[CH2:16][CH2:17]3)=[CH:13][C:12]=2[C:21]([O:23][CH3:24])=[O:22])=[C:4]([O:25][CH3:26])[CH:3]=1, predict the reactants needed to synthesize it. The reactants are: [F:1][C:2]1[C:7]([CH:8]([CH3:10])[CH3:9])=[CH:6][C:5]([C:11]2[CH:19]=[C:18]3[C:14]([C:15]([CH3:20])=[CH:16][CH2:17]3)=[CH:13][C:12]=2[C:21]([O:23][CH3:24])=[O:22])=[C:4]([O:25][CH3:26])[CH:3]=1. (2) The reactants are: [NH2:1][C:2]1[CH:7]=[N:6][C:5]([C:8]#[N:9])=[CH:4][N:3]=1.[F:10][C:11]([F:28])([F:27])[S:12]([O:15][C:16]1[N:17]=[CH:18][C:19]2[C:24]([CH:25]=1)=[CH:23][C:22]([Cl:26])=[CH:21][CH:20]=2)(=[O:14])=[O:13].FC(F)(F)S(OC1N=CC2C(C=1)=CC=CC=2Br)(=O)=O. Given the product [Cl:26][C:22]1[CH:23]=[C:24]2[C:19](=[CH:20][CH:21]=1)[CH:18]=[N:17][C:16]([NH:1][C:2]1[N:3]=[CH:4][C:5]([C:8]#[N:9])=[N:6][CH:7]=1)=[CH:25]2.[F:28][C:11]([F:10])([F:27])[S:12]([O:15][C:16]1[N:17]=[CH:18][C:19]2[C:24]([CH:25]=1)=[CH:23][C:22]([Cl:26])=[CH:21][CH:20]=2)(=[O:14])=[O:13], predict the reactants needed to synthesize it. (3) Given the product [Cl:60][C:61]1[N:62]=[N:63][C:64]([C:7]2[CH:16]=[C:15]3[C:10]([C@H:11]([C:18]4[CH:27]=[CH:26][C:25]5[C:20](=[CH:21][CH:22]=[CH:23][CH:24]=5)[CH:19]=4)[CH2:12][N:13]([CH3:17])[CH2:14]3)=[CH:9][CH:8]=2)=[CH:65][CH:66]=1, predict the reactants needed to synthesize it. The reactants are: FC(F)(F)S(O[C:7]1[CH:16]=[C:15]2[C:10]([C@H:11]([C:18]3[CH:27]=[CH:26][C:25]4[C:20](=[CH:21][CH:22]=[CH:23][CH:24]=4)[CH:19]=3)[CH2:12][N:13]([CH3:17])[CH2:14]2)=[CH:9][CH:8]=1)(=O)=O.CN1C[C@@H](C2C=CC3C(=CC=CC=3)C=2)C2C(=CC(B3OC(C)(C)C(C)(C)O3)=CC=2)C1.[Cl:60][C:61]1[N:62]=[N:63][C:64](Cl)=[CH:65][CH:66]=1.C(=O)([O-])[O-].[Na+].[Na+]. (4) Given the product [F:23][C:24]1[CH:25]=[C:26]2[C:30](=[CH:31][CH:32]=1)[N:29]([CH2:6][CH2:7][N:8]1[CH:12]=[C:11]([C:13]3[CH:18]=[C:17]([C:19]([OH:21])=[O:20])[CH:16]=[CH:15][N:14]=3)[N:10]=[CH:9]1)[CH2:28][CH2:27]2, predict the reactants needed to synthesize it. The reactants are: CS(O[CH2:6][CH2:7][N:8]1[CH:12]=[C:11]([C:13]2[CH:18]=[C:17]([C:19]([O:21]C)=[O:20])[CH:16]=[CH:15][N:14]=2)[N:10]=[CH:9]1)(=O)=O.[F:23][C:24]1[CH:25]=[C:26]2[C:30](=[CH:31][CH:32]=1)[NH:29][CH2:28][CH2:27]2. (5) Given the product [NH:1]1[CH:5]=[CH:4][CH:3]=[C:2]1[CH2:3][C:2]1[NH:1][CH:5]=[CH:6][CH:8]=1, predict the reactants needed to synthesize it. The reactants are: [NH:1]1[CH:5]=[CH:4][CH:3]=[CH:2]1.[C:6](O)([C:8](F)(F)F)=O. (6) Given the product [F:1][C:2]1[CH:7]=[CH:6][CH:5]=[C:4]([F:8])[C:3]=1[N:9]1[C:14]2[N:15]=[C:16]([N:40]([CH2:39][CH2:38][N:37]([CH3:42])[CH3:36])[CH3:41])[N:17]=[C:18]([C:19]3[CH:20]=[C:21]([CH:28]=[CH:29][C:30]=3[CH3:31])[C:22]([NH:24][CH:25]([CH3:27])[CH3:26])=[O:23])[C:13]=2[CH2:12][NH:11][C:10]1=[O:35], predict the reactants needed to synthesize it. The reactants are: [F:1][C:2]1[CH:7]=[CH:6][CH:5]=[C:4]([F:8])[C:3]=1[N:9]1[C:14]2[N:15]=[C:16](S(C)=O)[N:17]=[C:18]([C:19]3[CH:20]=[C:21]([CH:28]=[CH:29][C:30]=3[CH3:31])[C:22]([NH:24][CH:25]([CH3:27])[CH3:26])=[O:23])[C:13]=2[CH2:12][NH:11][C:10]1=[O:35].[CH3:36][N:37]([CH3:42])[CH2:38][CH2:39][NH:40][CH3:41].